This data is from Full USPTO retrosynthesis dataset with 1.9M reactions from patents (1976-2016). The task is: Predict the reactants needed to synthesize the given product. (1) Given the product [CH3:1][O:2][C:3]1[CH:4]=[C:5]2[C:10](=[CH:11][C:12]=1[N+:14]([O-:16])=[O:15])[C:9](=[O:13])[CH2:8][CH2:7][CH2:6]2, predict the reactants needed to synthesize it. The reactants are: [CH3:1][O:2][C:3]1[CH:4]=[C:5]2[C:10](=[CH:11][CH:12]=1)[C:9](=[O:13])[CH2:8][CH2:7][CH2:6]2.[N+:14]([O-])([OH:16])=[O:15].C(O)(=O)C. (2) Given the product [CH:29]1([C:11]([N:8]2[CH2:9][CH2:10][C@@H:6]([CH2:5][C:4]([O:3][CH2:1][CH3:2])=[O:18])[CH2:7]2)=[O:13])[CH2:31][CH2:30]1, predict the reactants needed to synthesize it. The reactants are: [CH2:1]([O:3][C:4](=[O:18])[CH2:5][C@@H:6]1[CH2:10][CH2:9][N:8]([C:11]([O:13]C(C)(C)C)=O)[CH2:7]1)[CH3:2].O1CCOCC1.C(N(CC)[CH:29]([CH3:31])[CH3:30])(C)C.C1(C(Cl)=O)CC1. (3) Given the product [F:14][C:15]1[CH:20]=[CH:19][C:18]([N+:22]([O-:24])=[O:23])=[C:17]([CH:16]=1)[O:5][CH2:6][CH2:7][N:8]1[CH2:13][CH2:12][O:11][CH2:10][CH2:9]1, predict the reactants needed to synthesize it. The reactants are: CS([O:5][CH2:6][CH2:7][N:8]1[CH2:13][CH2:12][O:11][CH2:10][CH2:9]1)(=O)=O.[F:14][C:15]1[CH:16]=[CH:17][C:18]([N+:22]([O-:24])=[O:23])=[C:19](O)[CH:20]=1.C(=O)([O-])[O-].[Cs+].[Cs+].CC(N(C)C)=O. (4) Given the product [F:1][C:2]1[CH:3]=[CH:4][C:5]([N:8]2[C:11](=[O:12])[C@H:10]([S:13][CH2:14][CH:15]([OH:24])[C:16]3[CH:17]=[CH:18][C:19]([S:22][CH3:23])=[CH:20][CH:21]=3)[C@H:9]2[C:25]2[CH:26]=[CH:27][C:28]([O:29][CH2:30][C:31]([NH:37][CH2:38][C:39]([NH:41][C@@H:42]([C:46]([OH:48])=[O:47])[CH:43]([CH3:44])[CH3:45])=[O:40])=[O:33])=[CH:34][CH:35]=2)=[CH:6][CH:7]=1, predict the reactants needed to synthesize it. The reactants are: [F:1][C:2]1[CH:7]=[CH:6][C:5]([N:8]2[C:11](=[O:12])[C@H:10]([S:13][CH2:14][CH:15]([OH:24])[C:16]3[CH:21]=[CH:20][C:19]([S:22][CH3:23])=[CH:18][CH:17]=3)[C@H:9]2[C:25]2[CH:35]=[CH:34][C:28]([O:29][CH2:30][C:31]([OH:33])=O)=[CH:27][CH:26]=2)=[CH:4][CH:3]=1.Cl.[NH2:37][CH2:38][C:39]([NH:41][C@@H:42]([C:46]([O:48]C(C)(C)C)=[O:47])[CH:43]([CH3:45])[CH3:44])=[O:40].CN1CCOCC1.CN(C(ON1N=NC2C=CC=CC1=2)=[N+](C)C)C.[B-](F)(F)(F)F. (5) Given the product [NH:1]1[C:5]2[CH:6]=[CH:7][C:8]([N:10]3[CH:21]([C:20]4[CH:23]=[CH:24][C:17]([O:16][CH2:15][CH2:14][CH2:13][CH:12]([F:25])[F:11])=[CH:18][CH:19]=4)[C:29](=[O:28])[CH2:31][C:32]3=[O:33])=[CH:9][C:4]=2[N:3]=[CH:2]1, predict the reactants needed to synthesize it. The reactants are: [NH:1]1[C:5]2[CH:6]=[CH:7][C:8]([NH2:10])=[CH:9][C:4]=2[N:3]=[CH:2]1.[F:11][CH:12]([F:25])[CH2:13][CH2:14][CH2:15][O:16][C:17]1[CH:24]=[CH:23][C:20]([CH:21]=O)=[CH:19][CH:18]=1.C([O:28][C:29]([CH2:31][C:32](O)=[O:33])=O)C.C(=O)(OC)OC(C)(C)C[N+]#[C-].CC(C)([O-])C.[Na+].